This data is from NCI-60 drug combinations with 297,098 pairs across 59 cell lines. The task is: Regression. Given two drug SMILES strings and cell line genomic features, predict the synergy score measuring deviation from expected non-interaction effect. Drug 1: CS(=O)(=O)C1=CC(=C(C=C1)C(=O)NC2=CC(=C(C=C2)Cl)C3=CC=CC=N3)Cl. Drug 2: C1CC(C1)(C(=O)O)C(=O)O.[NH2-].[NH2-].[Pt+2]. Cell line: MALME-3M. Synergy scores: CSS=28.8, Synergy_ZIP=-5.56, Synergy_Bliss=2.58, Synergy_Loewe=-3.94, Synergy_HSA=2.17.